Dataset: Full USPTO retrosynthesis dataset with 1.9M reactions from patents (1976-2016). Task: Predict the reactants needed to synthesize the given product. (1) Given the product [Br:23][C:11]1[N:5]2[C:6]([CH:7]=[N:8][C:3]([S:2][CH3:1])=[N:4]2)=[C:9]([O:12][CH2:13][O:14][CH2:15][CH2:16][Si:17]([CH3:19])([CH3:18])[CH3:20])[CH:10]=1, predict the reactants needed to synthesize it. The reactants are: [CH3:1][S:2][C:3]1[N:8]=[CH:7][C:6]2=[C:9]([O:12][CH2:13][O:14][CH2:15][CH2:16][Si:17]([CH3:20])([CH3:19])[CH3:18])[CH:10]=[CH:11][N:5]2[N:4]=1.CO.[Br:23]N1C(=O)CCC1=O. (2) Given the product [CH2:33]([O:32][C:30]([C:29]1[C:28]([CH3:35])=[N:1][C:2]2[C:3]([C:4]=1[NH2:5])=[C:6]([O:10][CH2:11][CH:12]1[CH2:13][CH2:14][N:15]([CH2:18][C:19]3[CH:24]=[CH:23][C:22]([O:25][CH3:26])=[CH:21][CH:20]=3)[CH2:16][CH2:17]1)[CH:7]=[CH:8][CH:9]=2)=[O:31])[CH3:34], predict the reactants needed to synthesize it. The reactants are: [NH2:1][C:2]1[CH:9]=[CH:8][CH:7]=[C:6]([O:10][CH2:11][CH:12]2[CH2:17][CH2:16][N:15]([CH2:18][C:19]3[CH:24]=[CH:23][C:22]([O:25][CH3:26])=[CH:21][CH:20]=3)[CH2:14][CH2:13]2)[C:3]=1[C:4]#[N:5].O=[C:28]([CH3:35])[CH2:29][C:30]([O:32][CH2:33][CH3:34])=[O:31].